Dataset: Peptide-MHC class I binding affinity with 185,985 pairs from IEDB/IMGT. Task: Regression. Given a peptide amino acid sequence and an MHC pseudo amino acid sequence, predict their binding affinity value. This is MHC class I binding data. The peptide sequence is KQNPDIVIY. The MHC is HLA-B08:01 with pseudo-sequence HLA-B08:01. The binding affinity (normalized) is 0.